This data is from Full USPTO retrosynthesis dataset with 1.9M reactions from patents (1976-2016). The task is: Predict the reactants needed to synthesize the given product. (1) Given the product [I:1][C:2]1[C:10]2[C:5](=[N:6][CH:7]=[C:8]([C:11]3[CH:16]=[C:15]([O:17][CH3:18])[C:14]([O:19][CH3:20])=[C:13]([O:21][CH3:22])[CH:12]=3)[N:9]=2)[N:4]([Si:34]([CH:41]([CH3:43])[CH3:42])([CH:38]([CH3:40])[CH3:39])[CH:35]([CH3:37])[CH3:36])[CH:3]=1, predict the reactants needed to synthesize it. The reactants are: [I:1][C:2]1[C:10]2[C:5](=[N:6][CH:7]=[C:8]([C:11]3[CH:16]=[C:15]([O:17][CH3:18])[C:14]([O:19][CH3:20])=[C:13]([O:21][CH3:22])[CH:12]=3)[N:9]=2)[NH:4][CH:3]=1.C[Si]([N-][Si](C)(C)C)(C)C.[K+].Cl[Si:34]([CH:41]([CH3:43])[CH3:42])([CH:38]([CH3:40])[CH3:39])[CH:35]([CH3:37])[CH3:36]. (2) Given the product [Br:37][C:34]1[CH:35]=[CH:36][C:29]2[O:28][C:27]([C:25]([NH:24][C:21]3[CH:20]=[CH:19][C:18]([C:15]4[CH:14]=[CH:13][C:12]([S:9]([NH:8][C@@H:4]([CH:5]([CH3:6])[CH3:7])[C:3]([OH:40])=[O:2])(=[O:10])=[O:11])=[CH:17][CH:16]=4)=[CH:23][CH:22]=3)=[O:26])=[C:31]([CH3:32])[C:30]=2[C:33]=1[O:38][CH3:39], predict the reactants needed to synthesize it. The reactants are: C[O:2][C:3](=[O:40])[C@@H:4]([NH:8][S:9]([C:12]1[CH:17]=[CH:16][C:15]([C:18]2[CH:23]=[CH:22][C:21]([NH:24][C:25]([C:27]3[O:28][C:29]4[CH:36]=[CH:35][C:34]([Br:37])=[C:33]([O:38][CH3:39])[C:30]=4[C:31]=3[CH3:32])=[O:26])=[CH:20][CH:19]=2)=[CH:14][CH:13]=1)(=[O:11])=[O:10])[CH:5]([CH3:7])[CH3:6].[Li+].[OH-].